This data is from CYP2C19 inhibition data for predicting drug metabolism from PubChem BioAssay. The task is: Regression/Classification. Given a drug SMILES string, predict its absorption, distribution, metabolism, or excretion properties. Task type varies by dataset: regression for continuous measurements (e.g., permeability, clearance, half-life) or binary classification for categorical outcomes (e.g., BBB penetration, CYP inhibition). Dataset: cyp2c19_veith. (1) The drug is O=c1c(CCc2ccccc2)nc2cnc(Oc3cccc(Cl)c3)nc2n1C[C@H]1CCCO1. The result is 1 (inhibitor). (2) The molecule is COc1ccc(-c2cc(=O)oc3cc4occ(C)c4cc23)cc1. The result is 1 (inhibitor). (3) The molecule is O=C(N/N=C/C1CCCCC1)c1ccccn1. The result is 0 (non-inhibitor).